This data is from Full USPTO retrosynthesis dataset with 1.9M reactions from patents (1976-2016). The task is: Predict the reactants needed to synthesize the given product. (1) Given the product [CH2:1]=[CH:2][C:3](=[CH2:4])[CH3:5].[C:6](#[N:9])[CH:7]=[CH2:8], predict the reactants needed to synthesize it. The reactants are: [CH2:1]=[CH:2][C:3](=[CH2:5])[CH3:4].[C:6](#[N:9])[CH:7]=[CH2:8]. (2) Given the product [Br:15][C:16]1[CH:17]=[C:18]([CH:19]=[CH:20][CH:21]=1)[CH2:22][NH:23][C:12]([C:10]1[S:11][C:7]([C:4]2[CH:3]=[CH:2][N:1]=[CH:6][CH:5]=2)=[CH:8][CH:9]=1)=[O:14], predict the reactants needed to synthesize it. The reactants are: [N:1]1[CH:6]=[CH:5][C:4]([C:7]2[S:11][C:10]([C:12]([OH:14])=O)=[CH:9][CH:8]=2)=[CH:3][CH:2]=1.[Br:15][C:16]1[CH:17]=[C:18]([CH2:22][NH2:23])[CH:19]=[CH:20][CH:21]=1. (3) Given the product [CH3:37][C:2]1([CH3:1])[N:6]([CH2:7][C:8]2[CH:13]=[CH:12][N:11]=[C:10]([NH:14][C:15](=[O:16])[N:39]([CH3:40])[CH3:38])[N:9]=2)[C:5](=[O:24])[N:4]([C:25]2[CH:26]=[CH:27][C:28]([S:31][C:32]([F:34])([F:33])[F:35])=[CH:29][CH:30]=2)[C:3]1=[O:36], predict the reactants needed to synthesize it. The reactants are: [CH3:1][C:2]1([CH3:37])[N:6]([CH2:7][C:8]2[CH:13]=[CH:12][N:11]=[C:10]([NH:14][C:15](=O)[O:16]C3C=CC=CC=3)[N:9]=2)[C:5](=[O:24])[N:4]([C:25]2[CH:30]=[CH:29][C:28]([S:31][C:32]([F:35])([F:34])[F:33])=[CH:27][CH:26]=2)[C:3]1=[O:36].[CH3:38][NH:39][CH3:40]. (4) Given the product [CH2:1]([C:3]1([CH2:10][O:11][C:12]2[C:20]3[C:19]4[CH:21]=[C:22]([C:25]#[N:26])[N:23]=[CH:24][C:18]=4[NH:17][C:16]=3[N:15]=[CH:14][CH:13]=2)[CH2:4][CH2:5][N:6]([CH3:9])[CH2:7][CH2:8]1)[CH3:2], predict the reactants needed to synthesize it. The reactants are: [CH2:1]([C:3]1([CH2:10][O:11][C:12]2[C:20]3[C:19]4[CH:21]=[C:22]([C:25]#[N:26])[N:23]=[CH:24][C:18]=4[N:17](COCC[Si](C)(C)C)[C:16]=3[N:15]=[CH:14][CH:13]=2)[CH2:8][CH2:7][N:6]([CH3:9])[CH2:5][CH2:4]1)[CH3:2].Br.[OH-].[Na+].Cl. (5) Given the product [CH2:1]([O:8][C:9]1[CH:14]=[CH:13][N:12]([CH2:15][C:16]([C:18]2[CH:23]=[CH:22][C:21]([CH2:24][N:31]3[CH2:32][CH2:33][C:29]([OH:28])([CH3:34])[CH2:30]3)=[CH:20][C:19]=2[CH3:26])=[O:17])[C:11](=[O:27])[CH:10]=1)[C:2]1[CH:7]=[CH:6][CH:5]=[CH:4][CH:3]=1, predict the reactants needed to synthesize it. The reactants are: [CH2:1]([O:8][C:9]1[CH:14]=[CH:13][N:12]([CH2:15][C:16]([C:18]2[CH:23]=[CH:22][C:21]([CH2:24]Br)=[CH:20][C:19]=2[CH3:26])=[O:17])[C:11](=[O:27])[CH:10]=1)[C:2]1[CH:7]=[CH:6][CH:5]=[CH:4][CH:3]=1.[OH:28][C:29]1([CH3:34])[CH2:33][CH2:32][NH:31][CH2:30]1.C([O-])([O-])=O.[K+].[K+]. (6) The reactants are: [CH3:1][N:2]([CH2:4][CH2:5][CH2:6][C@@:7]1([C:18]2[CH:19]=[CH:20][C:21]([F:24])=[CH:22][CH:23]=2)[O:15][CH2:14][C:13]2[CH:12]=[C:11]([C:16]#[N:17])[CH:10]=[CH:9][C:8]1=2)[CH3:3].[C:25]([OH:30])(=[O:29])[C:26]([OH:28])=[O:27]. Given the product [CH3:1][N:2]([CH2:4][CH2:5][CH2:6][C@@:7]1([C:18]2[CH:23]=[CH:22][C:21]([F:24])=[CH:20][CH:19]=2)[O:15][CH2:14][C:13]2[CH:12]=[C:11]([C:16]#[N:17])[CH:10]=[CH:9][C:8]1=2)[CH3:3].[C:26]([OH:28])([C:25]([OH:30])=[O:29])=[O:27], predict the reactants needed to synthesize it.